From a dataset of Catalyst prediction with 721,799 reactions and 888 catalyst types from USPTO. Predict which catalyst facilitates the given reaction. (1) Reactant: C(Cl)Cl.[Cl:4][C:5]1[CH:10]=[CH:9][C:8]([S:11]([CH:14]([C:21]2[CH:26]=[C:25]([F:27])[CH:24]=[CH:23][C:22]=2[F:28])[C:15]2[CH:20]=[CH:19][N:18]=[CH:17][CH:16]=2)(=[O:13])=[O:12])=[CH:7][CH:6]=1.ClC1C=CC=C(C(OO)=[O:37])C=1.C(OCC)(=O)C. Product: [Cl:4][C:5]1[CH:6]=[CH:7][C:8]([S:11]([CH:14]([C:21]2[CH:26]=[C:25]([F:27])[CH:24]=[CH:23][C:22]=2[F:28])[C:15]2[CH:16]=[CH:17][N+:18]([O-:37])=[CH:19][CH:20]=2)(=[O:12])=[O:13])=[CH:9][CH:10]=1. The catalyst class is: 28. (2) Reactant: C[O:2][C:3](=O)[CH2:4][C:5](=[O:10])[CH2:6][CH2:7][CH2:8][CH3:9].[CH3:12][NH2:13]. Product: [CH3:12][NH:13][C:3](=[O:2])[CH2:4][C:5](=[O:10])[CH2:6][CH2:7][CH2:8][CH3:9]. The catalyst class is: 40. (3) Reactant: [NH2:1][CH2:2][CH2:3][N:4]1[CH2:9][CH2:8][CH:7]([CH2:10][NH:11][C:12](=[O:27])[C:13]2[CH:18]=[C:17]([C:19]([F:22])([F:21])[F:20])[CH:16]=[C:15]([C:23]([F:26])([F:25])[F:24])[CH:14]=2)[CH2:6][CH2:5]1.C(Cl)Cl.[C:31](Cl)(=[O:36])[C:32]([CH3:35])([CH3:34])[CH3:33].C([O-])(O)=O.[Na+]. Product: [C:31]([NH:1][CH2:2][CH2:3][N:4]1[CH2:5][CH2:6][CH:7]([CH2:10][NH:11][C:12](=[O:27])[C:13]2[CH:18]=[C:17]([C:19]([F:21])([F:22])[F:20])[CH:16]=[C:15]([C:23]([F:24])([F:25])[F:26])[CH:14]=2)[CH2:8][CH2:9]1)(=[O:36])[C:32]([CH3:35])([CH3:34])[CH3:33]. The catalyst class is: 329. (4) Reactant: [H-].[Na+].C(OP([CH2:11][C:12]([O:14][CH2:15][CH3:16])=[O:13])(OCC)=O)C.[CH:17]1([CH:20]=O)[CH2:19][CH2:18]1. Product: [CH:17]1(/[CH:20]=[CH:11]/[C:12]([O:14][CH2:15][CH3:16])=[O:13])[CH2:19][CH2:18]1. The catalyst class is: 1. (5) Reactant: Br[C:2]1[CH:7]=[CH:6][C:5]([N:8]2[CH:12]=[CH:11][CH:10]=[N:9]2)=[CH:4][CH:3]=1.C([Li])CCC.[B:18](OC)([O:21]C)[O:19]C.[Cl-].[NH4+]. Product: [N:8]1([C:5]2[CH:6]=[CH:7][C:2]([B:18]([OH:21])[OH:19])=[CH:3][CH:4]=2)[CH:12]=[CH:11][CH:10]=[N:9]1. The catalyst class is: 134. (6) Reactant: [CH3:1][C@H:2]1[CH2:7][C@@H:6]([OH:8])[C@H:5]([CH:9]([CH3:11])[CH3:10])[CH2:4][CH2:3]1.[OH:12][CH2:13][C@@H:14]([C@H:16]([C@@H:18]([C@@H:20]([CH2:22][OH:23])[OH:21])[OH:19])[OH:17])[OH:15].O. Product: [CH3:1][C@H:2]1[CH2:7][C@@H:6]([OH:8])[C@H:5]([CH:9]([CH3:11])[CH3:10])[CH2:4][CH2:3]1.[OH:23][CH2:22][C@@H:20]([C@H:18]([C@@H:16]([C@@H:14]([CH2:13][OH:12])[OH:15])[OH:17])[OH:19])[OH:21]. The catalyst class is: 14. (7) Reactant: [CH3:1][NH2:2].C([NH:6][C:7]1[S:8][C:9]([S:12](Cl)(=[O:14])=[O:13])=[CH:10][N:11]=1)(=O)C. Product: [CH3:1][NH:2][S:12]([C:9]1[S:8][C:7]([NH2:6])=[N:11][CH:10]=1)(=[O:14])=[O:13]. The catalyst class is: 1. (8) Reactant: [NH:1]1[CH2:5][CH2:4][CH2:3][C@@H:2]1[CH2:6][NH:7][C:8](=[O:17])[O:9][CH2:10][C:11]1[CH:16]=[CH:15][CH:14]=[CH:13][CH:12]=1.C([O-])([O-])=O.[K+].[K+].Br[CH:25]([C:31]([O:33][CH2:34][CH3:35])=[O:32])[C:26]([O:28][CH2:29][CH3:30])=[O:27]. Product: [C:11]1([CH2:10][O:9][C:8]([NH:7][CH2:6][C@H:2]2[CH2:3][CH2:4][CH2:5][N:1]2[CH:25]([C:26]([O:28][CH2:29][CH3:30])=[O:27])[C:31]([O:33][CH2:34][CH3:35])=[O:32])=[O:17])[CH:16]=[CH:15][CH:14]=[CH:13][CH:12]=1. The catalyst class is: 10. (9) Reactant: O[CH:2]=[C:3]1[C:11]2[C:6](=[CH:7][C:8]([C:12]([C:14]3[CH:19]=[CH:18][C:17]([NH:20][C:21]([C:23]4[S:24][CH:25]=[CH:26][CH:27]=4)=[O:22])=[CH:16][CH:15]=3)=[O:13])=[CH:9][CH:10]=2)[NH:5][C:4]1=[O:28].[NH2:29][C:30]1[CH:31]=[CH:32][C:33]([CH3:37])=[C:34]([OH:36])[CH:35]=1. Product: [OH:36][C:34]1[CH:35]=[C:30]([NH:29][CH:2]=[C:3]2[C:11]3[C:6](=[CH:7][C:8]([C:12]([C:14]4[CH:19]=[CH:18][C:17]([NH:20][C:21]([C:23]5[S:24][CH:25]=[CH:26][CH:27]=5)=[O:22])=[CH:16][CH:15]=4)=[O:13])=[CH:9][CH:10]=3)[NH:5][C:4]2=[O:28])[CH:31]=[CH:32][C:33]=1[CH3:37]. The catalyst class is: 1. (10) Reactant: Br[C:2]1[CH:3]=[C:4]2[C:9](=[CH:10][C:11]=1[O:12][CH3:13])[O:8][C:7]([CH3:15])([CH3:14])[CH:6]=[C:5]2[CH2:16][CH3:17].C([Sn](CCCC)(CCCC)[C:23]([O:25]CC)=[CH2:24])CCC. Product: [CH2:16]([C:5]1[C:4]2[C:9](=[CH:10][C:11]([O:12][CH3:13])=[C:2]([C:23](=[O:25])[CH3:24])[CH:3]=2)[O:8][C:7]([CH3:15])([CH3:14])[CH:6]=1)[CH3:17]. The catalyst class is: 1.